Dataset: Catalyst prediction with 721,799 reactions and 888 catalyst types from USPTO. Task: Predict which catalyst facilitates the given reaction. (1) Reactant: [NH2:1][C:2]1[C:10]2[C:9]([C:11]3[CH:16]=[CH:15][C:14]([Cl:17])=[C:13]([Cl:18])[CH:12]=3)=[N:8][C:7](S(C)=O)=[N:6][C:5]=2[S:4][C:3]=1[C:22]([NH2:24])=[O:23].[CH:25]1([NH2:31])[CH2:30][CH2:29][CH2:28][CH2:27][CH2:26]1. Product: [NH2:1][C:2]1[C:10]2[C:9]([C:11]3[CH:16]=[CH:15][C:14]([Cl:17])=[C:13]([Cl:18])[CH:12]=3)=[N:8][C:7]([NH:31][CH:25]3[CH2:30][CH2:29][CH2:28][CH2:27][CH2:26]3)=[N:6][C:5]=2[S:4][C:3]=1[C:22]([NH2:24])=[O:23]. The catalyst class is: 8. (2) Reactant: ClC1C=C(Cl)C=C(Cl)C=1[C:10](C1C(Cl)=CC(Cl)=CC=1Cl)([C:14]([O-])=[O:15])[C:11]([O-])=[O:12].[NH2:26][C:27]1[N:32]=[CH:31][C:30]([C:33]2([OH:46])[CH2:38][CH2:37][N:36]([C:39]([O:41][C:42]([CH3:45])([CH3:44])[CH3:43])=[O:40])[CH2:35][CH2:34]2)=[CH:29][CH:28]=1. Product: [OH:46][C:33]1([C:30]2[CH:29]=[CH:28][C:27]3[N:32]([CH:31]=2)[C:11](=[O:12])[CH:10]=[C:14]([OH:15])[N:26]=3)[CH2:38][CH2:37][N:36]([C:39]([O:41][C:42]([CH3:43])([CH3:45])[CH3:44])=[O:40])[CH2:35][CH2:34]1. The catalyst class is: 11. (3) Reactant: C[Si](C)(C)N[Si](C)(C)C.C([Li])CCC.CCCCCC.[C:21]([O:26][CH2:27][CH3:28])(=[O:25])[CH:22]([CH3:24])[CH3:23].[CH3:29][O:30][C:31]1[C:39]2[O:38][C:37]([CH3:41])([CH3:40])[CH2:36][C:35]=2[CH:34]=[C:33]([CH:42]=[O:43])[CH:32]=1.[Cl-].[NH4+]. The catalyst class is: 7. Product: [CH2:27]([O:26][C:21](=[O:25])[C:22]([CH3:24])([CH3:23])[CH:42]([C:33]1[CH:32]=[C:31]([O:30][CH3:29])[C:39]2[O:38][C:37]([CH3:41])([CH3:40])[CH2:36][C:35]=2[CH:34]=1)[OH:43])[CH3:28]. (4) Reactant: CON(C)[C:4]([C:6]1[C:15](=[O:16])[C:14]2[C:9](=[CH:10][CH:11]=[CH:12][CH:13]=2)[N:8]([CH2:17][C:18]2[CH:23]=[CH:22][CH:21]=[C:20]([Cl:24])[CH:19]=2)[CH:7]=1)=[O:5].[CH2:26]([C:28]1[CH:33]=[CH:32][C:31](I)=[CH:30][N:29]=1)[CH3:27].C([Mg]Cl)(C)C. Product: [Cl:24][C:20]1[CH:19]=[C:18]([CH:23]=[CH:22][CH:21]=1)[CH2:17][N:8]1[C:9]2[C:14](=[CH:13][CH:12]=[CH:11][CH:10]=2)[C:15](=[O:16])[C:6]([C:4]([C:31]2[CH:30]=[N:29][C:28]([CH2:26][CH3:27])=[CH:33][CH:32]=2)=[O:5])=[CH:7]1. The catalyst class is: 1. (5) Reactant: [NH2:1][C:2](=[N:38][OH:39])[CH2:3][O:4][NH:5][C:6]([CH:8]1[C:17]2[C:12](=[CH:13][CH:14]=[CH:15][CH:16]=2)[C:11](=[O:18])[N:10]([CH:19]2[CH2:24][CH2:23][CH2:22][CH2:21][CH:20]2[NH:25][S:26]([CH3:29])(=[O:28])=[O:27])[CH:9]1[C:30]1[CH:35]=[CH:34][C:33]([Cl:36])=[CH:32][C:31]=1[Cl:37])=[O:7].C1N=CN([C:45](N2C=NC=C2)=[O:46])C=1.C1CCN2C(=NCCC2)CC1. Product: [Cl:37][C:31]1[CH:32]=[C:33]([Cl:36])[CH:34]=[CH:35][C:30]=1[CH:9]1[CH:8]([C:6]([NH:5][O:4][CH2:3][C:2]2[NH:1][C:45](=[O:46])[O:39][N:38]=2)=[O:7])[C:17]2[C:12](=[CH:13][CH:14]=[CH:15][CH:16]=2)[C:11](=[O:18])[N:10]1[CH:19]1[CH2:24][CH2:23][CH2:22][CH2:21][CH:20]1[NH:25][S:26]([CH3:29])(=[O:27])=[O:28]. The catalyst class is: 10. (6) Reactant: Cl[C:2]1[CH:7]=[C:6](Cl)[CH:5]=[CH:4][C:3]=1[N+:9]([O-:11])=[O:10].[CH3:12][NH2:13].[CH3:14][O-:15].[Na+].O. Product: [CH3:14][O:15][C:6]1[CH:5]=[CH:4][C:3]([N+:9]([O-:11])=[O:10])=[C:2]([NH:13][CH3:12])[CH:7]=1. The catalyst class is: 80. (7) Reactant: [CH2:1]([O:3][C:4]1[C:9]([C:10]2[CH:15]=[C:14]([N+:16]([O-:18])=[O:17])[CH:13]=[CH:12][C:11]=2F)=[CH:8][N:7]([CH3:20])[C:6](=[O:21])[CH:5]=1)[CH3:2].[Cl:22][C:23]1[CH:28]=[CH:27][C:26]([OH:29])=[CH:25][CH:24]=1.C(=O)([O-])[O-].[Cs+].[Cs+]. Product: [Cl:22][C:23]1[CH:28]=[CH:27][C:26]([O:29][C:11]2[CH:12]=[CH:13][C:14]([N+:16]([O-:18])=[O:17])=[CH:15][C:10]=2[C:9]2[C:4]([O:3][CH2:1][CH3:2])=[CH:5][C:6](=[O:21])[N:7]([CH3:20])[CH:8]=2)=[CH:25][CH:24]=1. The catalyst class is: 16. (8) Reactant: C([O:3][C:4](=O)[CH2:5][N:6]1[C:11]2[N:12]=[CH:13][CH:14]=[CH:15][C:10]=2[C:9](=[O:16])[N:8]=[C:7]1[CH2:17][CH2:18][C:19]1[CH:24]=[CH:23][C:22](F)=[CH:21][C:20]=1[F:26])C.[CH3:28][C:29]([N:36]1[CH2:41][CH2:40][CH:39]([NH:42][CH2:43][C:44]2[CH:49]=[CH:48][C:47]([C:50]3[CH:55]=[CH:54][C:53]([C:56]([F:59])([F:58])[F:57])=[CH:52][CH:51]=3)=[CH:46][CH:45]=2)[CH2:38][CH2:37]1)([CH3:35])[C:30]([O:32][CH2:33][CH3:34])=[O:31].CN(C(ON1N=NC2C=CC=NC1=2)=[N+](C)C)C.[F:77][P-](F)(F)(F)(F)F.CCN(C(C)C)C(C)C. Product: [F:26][C:20]1[C:21]([F:77])=[CH:22][CH:23]=[CH:24][C:19]=1[CH2:18][CH2:17][C:7]1[N:6]([CH2:5][C:4]([N:42]([CH2:43][C:44]2[CH:49]=[CH:48][C:47]([C:50]3[CH:51]=[CH:52][C:53]([C:56]([F:58])([F:57])[F:59])=[CH:54][CH:55]=3)=[CH:46][CH:45]=2)[CH:39]2[CH2:38][CH2:37][N:36]([C:29]([CH3:28])([CH3:35])[C:30]([O:32][CH2:33][CH3:34])=[O:31])[CH2:41][CH2:40]2)=[O:3])[C:11]2[N:12]=[CH:13][CH:14]=[CH:15][C:10]=2[C:9](=[O:16])[N:8]=1. The catalyst class is: 3. (9) Product: [CH:23]1([C@H:21]([NH:20][C:10]2[N:11]=[C:12]([NH:14][C@@H:15]([CH:17]3[CH2:19][CH2:18]3)[CH3:16])[N:13]=[C:8]([C:6]3[CH:5]=[CH:4][CH:3]=[C:2]([NH:35][CH2:34][C:31]4[CH:32]=[CH:33][C:28]([O:27][CH3:26])=[CH:29][CH:30]=4)[N:7]=3)[N:9]=2)[CH3:22])[CH2:25][CH2:24]1. Reactant: Cl[C:2]1[N:7]=[C:6]([C:8]2[N:13]=[C:12]([NH:14][C@@H:15]([CH:17]3[CH2:19][CH2:18]3)[CH3:16])[N:11]=[C:10]([NH:20][C@@H:21]([CH:23]3[CH2:25][CH2:24]3)[CH3:22])[N:9]=2)[CH:5]=[CH:4][CH:3]=1.[CH3:26][O:27][C:28]1[CH:33]=[CH:32][C:31]([CH2:34][NH2:35])=[CH:30][CH:29]=1.C1C=CC(P(C2C(C3C(P(C4C=CC=CC=4)C4C=CC=CC=4)=CC=C4C=3C=CC=C4)=C3C(C=CC=C3)=CC=2)C2C=CC=CC=2)=CC=1.C(O[Na])(C)(C)C. The catalyst class is: 62.